From a dataset of Reaction yield outcomes from USPTO patents with 853,638 reactions. Predict the reaction yield, written as a fraction of the theoretical maximum amount of product (1.0 means a 100% yield; for example, 0.34 means a 34% yield). The catalyst is ClCCl. The reactants are [Br:1][C:2]1[C:3](=[O:17])[N:4]([CH2:9][C:10]2[CH:15]=[CH:14][CH:13]=[C:12]([F:16])[CH:11]=2)[CH:5]=[CH:6][C:7]=1[OH:8].C(N(CC)CC)C.[F:25][C:26]([F:39])([F:38])[S:27](O[S:27]([C:26]([F:39])([F:38])[F:25])(=[O:29])=[O:28])(=[O:29])=[O:28]. The yield is 0.840. The product is [F:25][C:26]([F:39])([F:38])[S:27]([O:8][C:7]1[CH:6]=[CH:5][N:4]([CH2:9][C:10]2[CH:15]=[CH:14][CH:13]=[C:12]([F:16])[CH:11]=2)[C:3](=[O:17])[C:2]=1[Br:1])(=[O:29])=[O:28].